This data is from Reaction yield outcomes from USPTO patents with 853,638 reactions. The task is: Predict the reaction yield, written as a fraction of the theoretical maximum amount of product (1.0 means a 100% yield; for example, 0.34 means a 34% yield). (1) The reactants are [C:1]([O:5][C:6](=[O:22])[N:7]([C:15]1[CH:20]=[CH:19][C:18]([Cl:21])=[CH:17][CH:16]=1)[C:8]1[CH:13]=[N:12][CH:11]=[C:10](Cl)[N:9]=1)([CH3:4])([CH3:3])[CH3:2].[NH:23]1[CH:27]=[CH:26][C:25](B(O)O)=[N:24]1.C(=O)([O-])[O-].[Na+].[Na+]. The catalyst is O.C(O)C.C1C=CC([P]([Pd]([P](C2C=CC=CC=2)(C2C=CC=CC=2)C2C=CC=CC=2)([P](C2C=CC=CC=2)(C2C=CC=CC=2)C2C=CC=CC=2)[P](C2C=CC=CC=2)(C2C=CC=CC=2)C2C=CC=CC=2)(C2C=CC=CC=2)C2C=CC=CC=2)=CC=1. The product is [C:1]([O:5][C:6](=[O:22])[N:7]([C:15]1[CH:20]=[CH:19][C:18]([Cl:21])=[CH:17][CH:16]=1)[C:8]1[CH:13]=[N:12][CH:11]=[C:10]([C:27]2[NH:23][N:24]=[CH:25][CH:26]=2)[N:9]=1)([CH3:4])([CH3:3])[CH3:2]. The yield is 0.260. (2) The reactants are Br[C:2]1[CH:3]=[CH:4][C:5]2[N:6]([N:8]=[C:9]([NH:11][C:12](=[O:19])[C:13]3[CH:18]=[CH:17][CH:16]=[CH:15][CH:14]=3)[N:10]=2)[CH:7]=1.[O:20]1[C:24]2[CH:25]=[CH:26][C:27](B(O)O)=[CH:28][C:23]=2[CH2:22][CH2:21]1. No catalyst specified. The product is [O:20]1[C:24]2[CH:25]=[CH:26][C:27]([C:2]3[CH:3]=[CH:4][C:5]4[N:6]([N:8]=[C:9]([NH:11][C:12](=[O:19])[C:13]5[CH:18]=[CH:17][CH:16]=[CH:15][CH:14]=5)[N:10]=4)[CH:7]=3)=[CH:28][C:23]=2[CH2:22][CH2:21]1. The yield is 0.690.